This data is from Peptide-MHC class I binding affinity with 185,985 pairs from IEDB/IMGT. The task is: Regression. Given a peptide amino acid sequence and an MHC pseudo amino acid sequence, predict their binding affinity value. This is MHC class I binding data. (1) The peptide sequence is AMLKNLCFYS. The MHC is H-2-Db with pseudo-sequence H-2-Db. The binding affinity (normalized) is 0.248. (2) The peptide sequence is KYPNLNDLK. The MHC is HLA-A01:01 with pseudo-sequence HLA-A01:01. The binding affinity (normalized) is 0.0182.